Dataset: Forward reaction prediction with 1.9M reactions from USPTO patents (1976-2016). Task: Predict the product of the given reaction. Given the reactants [Cl:1][C:2]1[CH:3]=[C:4]([N:10]2[C:14]([CH3:15])=[C:13]([CH2:16][C:17]3[CH:25]=[CH:24][C:20]([C:21]([OH:23])=O)=[CH:19][CH:18]=3)[C:12]([CH3:26])=[N:11]2)[CH:5]=[CH:6][C:7]=1[C:8]#[N:9].Cl.CN(C)CCCN=C=NCC.ON1C2C=CC=CC=2N=N1.[C:49]([NH2:53])([CH3:52])([CH3:51])[CH3:50].S([O-])(O)(=O)=O.[Na+], predict the reaction product. The product is: [C:49]([NH:53][C:21](=[O:23])[C:20]1[CH:19]=[CH:18][C:17]([CH2:16][C:13]2[C:12]([CH3:26])=[N:11][N:10]([C:4]3[CH:5]=[CH:6][C:7]([C:8]#[N:9])=[C:2]([Cl:1])[CH:3]=3)[C:14]=2[CH3:15])=[CH:25][CH:24]=1)([CH3:52])([CH3:51])[CH3:50].